Dataset: Reaction yield outcomes from USPTO patents with 853,638 reactions. Task: Predict the reaction yield, written as a fraction of the theoretical maximum amount of product (1.0 means a 100% yield; for example, 0.34 means a 34% yield). (1) The reactants are [C:1]1([C:7]2[N:8]=[C:9]3[C@H:14]([CH2:15][C:16]4[CH:21]=[CH:20][CH:19]=[CH:18][CH:17]=4)[NH:13][CH:12]([C:22]4[CH:27]=[CH:26][CH:25]=[CH:24][CH:23]=4)[CH2:11][N:10]3[CH:28]=2)[CH:6]=[CH:5][CH:4]=[CH:3][CH:2]=1.[CH3:29][O:30][CH2:31][C:32](Cl)=[O:33]. The catalyst is C(Cl)(Cl)Cl. The yield is 0.680. The product is [CH3:29][O:30][CH2:31][C:32]([N:13]1[CH:12]([C:22]2[CH:23]=[CH:24][CH:25]=[CH:26][CH:27]=2)[CH2:11][N:10]2[CH:28]=[C:7]([C:1]3[CH:2]=[CH:3][CH:4]=[CH:5][CH:6]=3)[N:8]=[C:9]2[C@@H:14]1[CH2:15][C:16]1[CH:21]=[CH:20][CH:19]=[CH:18][CH:17]=1)=[O:33]. (2) The reactants are BrBr.Br[CH2:4][C:5]([O:7][CH2:8][CH3:9])=[O:6].[Br:10][C:11]1[CH:24]=[C:23]2[C:14]([O:15][C:16]3[C:17]([F:28])=[CH:18][C:19]([O:26][CH3:27])=[CH:20][C:21]=3[C:22]2=[O:25])=[CH:13][CH:12]=1.C1COCC1. The catalyst is C(OCC)C.[Zn]. The product is [Br:10][C:11]1[CH:24]=[C:23]2[C:14]([O:15][C:16]3[C:17]([F:28])=[CH:18][C:19]([O:26][CH3:27])=[CH:20][C:21]=3[C:22]2([CH2:4][C:5]([O:7][CH2:8][CH3:9])=[O:6])[OH:25])=[CH:13][CH:12]=1. The yield is 1.00. (3) The reactants are [C:1]([NH:9][C:10]1[CH:30]=[CH:29][N:13]([C@@H:14]2[O:28][C@H:18]([CH2:19][O:20][Si:21]([C:24]([CH3:27])([CH3:26])[CH3:25])([CH3:23])[CH3:22])[C@@H:16]([OH:17])[CH2:15]2)[C:12](=[O:31])[N:11]=1)(=[O:8])[C:2]1[CH:7]=[CH:6][CH:5]=[CH:4][CH:3]=1.[CH3:32][S:33]([CH3:35])=O.C(OC(=O)C)(=O)C.C([O-])(O)=O.[Na+]. The catalyst is CCOC(C)=O.C(O)(=O)C. The product is [C:1]([NH:9][C:10]1[CH:30]=[CH:29][N:13]([C@@H:14]2[O:28][C@H:18]([CH2:19][O:20][Si:21]([C:24]([CH3:25])([CH3:26])[CH3:27])([CH3:23])[CH3:22])[C@@H:16]([O:17][CH2:32][S:33][CH3:35])[CH2:15]2)[C:12](=[O:31])[N:11]=1)(=[O:8])[C:2]1[CH:3]=[CH:4][CH:5]=[CH:6][CH:7]=1. The yield is 0.730. (4) The catalyst is CN(C=O)C.O. The reactants are [CH2:1]([O:8][C:9]1[C:14]([CH2:15][N:16]2[CH2:25][CH2:24][C:23]3[C:22]([C:26]([OH:28])=O)=[CH:21][C:20]([O:29][CH:30]([CH3:32])[CH3:31])=[C:19]([Cl:33])[C:18]=3[C:17]2=[O:34])=[C:13]([CH3:35])[CH:12]=[C:11]([CH3:36])[N:10]=1)[C:2]1[CH:7]=[CH:6][CH:5]=[CH:4][CH:3]=1.[CH2:37]([N:39](CC)[CH2:40]C)C.CN(C(ON1N=NC2C=CC=NC1=2)=[N+](C)C)C.F[P-](F)(F)(F)(F)F.CNC.Cl. The product is [CH2:1]([O:8][C:9]1[C:14]([CH2:15][N:16]2[CH2:25][CH2:24][C:23]3[C:22]([C:26]([N:39]([CH3:40])[CH3:37])=[O:28])=[CH:21][C:20]([O:29][CH:30]([CH3:32])[CH3:31])=[C:19]([Cl:33])[C:18]=3[C:17]2=[O:34])=[C:13]([CH3:35])[CH:12]=[C:11]([CH3:36])[N:10]=1)[C:2]1[CH:7]=[CH:6][CH:5]=[CH:4][CH:3]=1. The yield is 0.890. (5) The reactants are [CH:1]1([C:7]2[C:15]3[C:10](=[CH:11][C:12]([C:16]([O:18][CH3:19])=[O:17])=[CH:13][CH:14]=3)[N:9]3C(O)[C:21]4[C:26]([C:8]=23)=[CH:25][CH:24]=[C:23]([O:27][CH3:28])[CH:22]=4)[CH2:6][CH2:5][CH2:4][CH2:3][CH2:2]1.COP([C:36](=[CH2:41])[C:37]([O:39][CH3:40])=[O:38])(OC)=O.[C:42](=O)([O-])[O-].[Cs+].[Cs+]. The catalyst is CN(C=O)C.O. The product is [CH:1]1([C:7]2[C:15]3[CH:14]=[CH:13][C:12]([C:16]([O:18][CH3:19])=[O:17])=[CH:11][C:10]=3[N:9]3[CH2:41][C:36]([C:37]([O:39][CH3:40])=[O:38])=[CH:42][C:21]4[CH:22]=[C:23]([O:27][CH3:28])[CH:24]=[CH:25][C:26]=4[C:8]=23)[CH2:6][CH2:5][CH2:4][CH2:3][CH2:2]1. The yield is 0.970. (6) The reactants are [CH3:1][C:2]1[O:6][N:5]=[C:4]([C:7]2[CH:12]=[CH:11][CH:10]=[CH:9][N:8]=2)[C:3]=1[CH2:13][CH2:14][C:15]1[S:16][C:17]([C:20]([OH:22])=O)=[CH:18][N:19]=1.C(N1C=CN=C1)([N:25]1C=CN=C1)=O.[OH-].[NH4+]. The catalyst is CN(C=O)C. The product is [CH3:1][C:2]1[O:6][N:5]=[C:4]([C:7]2[CH:12]=[CH:11][CH:10]=[CH:9][N:8]=2)[C:3]=1[CH2:13][CH2:14][C:15]1[S:16][C:17]([C:20]([NH2:25])=[O:22])=[CH:18][N:19]=1. The yield is 0.700. (7) The reactants are [CH3:1][O:2][C:3]1[CH:8]=[CH:7][C:6]([CH2:9][N:10]2[C:14]([C:15]([F:18])([F:17])[F:16])=[C:13]([C:19]3[CH:24]=[CH:23][N:22]=[C:21]([CH:25]=O)[CH:20]=3)[N:12]=[N:11]2)=[CH:5][CH:4]=1.[C-:27]#[N:28].[K+].[NH3:30].[CH3:31]CO. The catalyst is CO. The product is [NH:28]1[CH:31]=[C:25]([C:21]2[CH:20]=[C:19]([C:13]3[N:12]=[N:11][N:10]([CH2:9][C:6]4[CH:7]=[CH:8][C:3]([O:2][CH3:1])=[CH:4][CH:5]=4)[C:14]=3[C:15]([F:18])([F:16])[F:17])[CH:24]=[CH:23][N:22]=2)[N:30]=[CH:27]1. The yield is 0.610. (8) The reactants are [F:1][C:2]1[CH:3]=[C:4]([C@H:8]2[CH2:12][CH2:11][CH2:10][N:9]2[C:13]2[CH:18]=[CH:17][N:16]3[N:19]=[CH:20][C:21]([C:22]([OH:24])=O)=[C:15]3[N:14]=2)[CH:5]=[N:6][CH:7]=1.CN(C(ON1N=NC2C=CC=NC1=2)=[N+](C)C)C.F[P-](F)(F)(F)(F)F.[F:49][C:50]1[CH:51]=[CH:52][C:53]([NH2:56])=[N:54][CH:55]=1.CCN(C(C)C)C(C)C. The catalyst is CN(C=O)C. The product is [F:49][C:50]1[CH:51]=[CH:52][C:53]([NH:56][C:22]([C:21]2[CH:20]=[N:19][N:16]3[CH:17]=[CH:18][C:13]([N:9]4[CH2:10][CH2:11][CH2:12][C@@H:8]4[C:4]4[CH:5]=[N:6][CH:7]=[C:2]([F:1])[CH:3]=4)=[N:14][C:15]=23)=[O:24])=[N:54][CH:55]=1. The yield is 0.780. (9) The reactants are [F:1][C:2]([F:21])([F:20])[C:3]1[C:11]2[CH2:10][CH2:9][CH2:8][CH2:7][C:6]=2[N:5]([C:12]2[CH:17]=[CH:16][C:15]([CH2:18]O)=[CH:14][CH:13]=2)[N:4]=1.C(N(CC)CC)C.CS([Cl:33])(=O)=O. The catalyst is ClCCl. The product is [Cl:33][CH2:18][C:15]1[CH:16]=[CH:17][C:12]([N:5]2[C:6]3[CH2:7][CH2:8][CH2:9][CH2:10][C:11]=3[C:3]([C:2]([F:21])([F:20])[F:1])=[N:4]2)=[CH:13][CH:14]=1. The yield is 0.940. (10) The reactants are [F:1][C:2]1[CH:3]=[C:4]([C@@:15]([C:24]2[CH:29]=[CH:28][C:27]([F:30])=[CH:26][CH:25]=2)([NH2:23])[CH2:16][C:17]2[CH:22]=[CH:21][CH:20]=[CH:19][CH:18]=2)[CH:5]=[C:6]([O:8][C:9]([F:14])([F:13])[CH:10]([F:12])[F:11])[CH:7]=1.[F:31][C:32]1[CH:40]=[CH:39][C:35]([C:36](Cl)=[O:37])=[CH:34][C:33]=1[C:41]([F:44])([F:43])[F:42].CCN(CC)CC. The catalyst is C(Cl)Cl. The product is [F:31][C:32]1[CH:40]=[CH:39][C:35]([C:36]([NH:23][C@@:15]([C:4]2[CH:5]=[C:6]([O:8][C:9]([F:14])([F:13])[CH:10]([F:12])[F:11])[CH:7]=[C:2]([F:1])[CH:3]=2)([C:24]2[CH:29]=[CH:28][C:27]([F:30])=[CH:26][CH:25]=2)[CH2:16][C:17]2[CH:22]=[CH:21][CH:20]=[CH:19][CH:18]=2)=[O:37])=[CH:34][C:33]=1[C:41]([F:42])([F:43])[F:44]. The yield is 0.800.